This data is from Catalyst prediction with 721,799 reactions and 888 catalyst types from USPTO. The task is: Predict which catalyst facilitates the given reaction. (1) Reactant: [Cl:1][C:2]1[CH:7]=[C:6]([F:8])[CH:5]=[CH:4][C:3]=1[C:9]([N:11]1[CH2:16][CH2:15][NH:14][C:13](=[O:17])[CH2:12]1)=[O:10].F[B-](F)(F)F.[CH2:23]([O+](CC)CC)[CH3:24].O.C(=O)([O-])O.[Na+]. Product: [Cl:1][C:2]1[CH:7]=[C:6]([F:8])[CH:5]=[CH:4][C:3]=1[C:9]([N:11]1[CH2:12][C:13]([O:17][CH2:23][CH3:24])=[N:14][CH2:15][CH2:16]1)=[O:10]. The catalyst class is: 4. (2) Reactant: [C:1](=[O:4])([O-])[O-].[K+].[K+].FC(F)(F)C1C=C(C=C(C(F)(F)F)C=1)CNC[C:15]1[C:16]([N:25]2[CH2:30][CH2:29][N:28]([CH2:31][CH:32]3[CH2:37][CH2:36][CH2:35][CH2:34][CH2:33]3)[CH2:27][CH2:26]2)=[N:17][C:18]2[C:23]([CH:24]=1)=[CH:22][CH:21]=[CH:20][CH:19]=2.ClC(OCC)=O.O. Product: [CH:32]1([CH2:31][N:28]2[CH2:27][CH2:26][N:25]([C:16]3[C:15]([CH:1]=[O:4])=[CH:24][C:23]4[C:18](=[CH:19][CH:20]=[CH:21][CH:22]=4)[N:17]=3)[CH2:30][CH2:29]2)[CH2:33][CH2:34][CH2:35][CH2:36][CH2:37]1. The catalyst class is: 1. (3) The catalyst class is: 2. Reactant: C1C=C(Cl)C=C(C(OO)=O)C=1.[Br:12][C:13]1[C:18]([C:19]2[C:30]([CH3:31])=[N:29][C:22]3[N:23]=[C:24](SC)[N:25]=[CH:26][C:21]=3[CH:20]=2)=[CH:17][C:16]([NH:32][C:33]([NH:35][CH2:36][CH2:37][C:38]([CH3:41])([CH3:40])[CH3:39])=[O:34])=[C:15]([F:42])[CH:14]=1.[CH3:43][NH2:44].C1COCC1. Product: [Br:12][C:13]1[C:18]([C:19]2[C:30]([CH3:31])=[N:29][C:22]3[N:23]=[C:24]([NH:44][CH3:43])[N:25]=[CH:26][C:21]=3[CH:20]=2)=[CH:17][C:16]([NH:32][C:33]([NH:35][CH2:36][CH2:37][C:38]([CH3:41])([CH3:40])[CH3:39])=[O:34])=[C:15]([F:42])[CH:14]=1. (4) Reactant: [NH2:1][CH2:2][C:3]1[CH:8]=[CH:7][C:6]([CH:9]([CH3:29])[C:10]([NH:12][CH2:13][C:14]2[C:15]([N:24]3[CH2:28][CH2:27][CH2:26][CH2:25]3)=[N:16][C:17]([C:20]([F:23])([F:22])[F:21])=[CH:18][CH:19]=2)=[O:11])=[CH:5][C:4]=1[CH3:30].[CH3:31][S:32](Cl)(=[O:34])=[O:33]. Product: [CH3:30][C:4]1[CH:5]=[C:6]([CH:9]([CH3:29])[C:10]([NH:12][CH2:13][C:14]2[C:15]([N:24]3[CH2:25][CH2:26][CH2:27][CH2:28]3)=[N:16][C:17]([C:20]([F:23])([F:21])[F:22])=[CH:18][CH:19]=2)=[O:11])[CH:7]=[CH:8][C:3]=1[CH2:2][NH:1][S:32]([CH3:31])(=[O:34])=[O:33]. The catalyst class is: 300. (5) Reactant: [Cl:1][C:2]1[CH:3]=[C:4]([CH:18]=[CH:19][C:20]=1[Cl:21])[CH2:5][N:6]1[C:14]2[C:9](=[CH:10][CH:11]=[CH:12][CH:13]=2)[CH:8]=[C:7]1[C:15]([OH:17])=O.[C:22]1([S:28]([NH2:31])(=[O:30])=[O:29])[CH:27]=[CH:26][CH:25]=[CH:24][CH:23]=1.CN(C1C=CC=CN=1)C.Cl. Product: [Cl:1][C:2]1[CH:3]=[C:4]([CH:18]=[CH:19][C:20]=1[Cl:21])[CH2:5][N:6]1[C:14]2[C:9](=[CH:10][CH:11]=[CH:12][CH:13]=2)[CH:8]=[C:7]1[C:15]([NH:31][S:28]([C:22]1[CH:27]=[CH:26][CH:25]=[CH:24][CH:23]=1)(=[O:30])=[O:29])=[O:17]. The catalyst class is: 4.